From a dataset of Forward reaction prediction with 1.9M reactions from USPTO patents (1976-2016). Predict the product of the given reaction. (1) The product is: [CH3:21][N:22]1[CH2:27][CH2:26][N:25]([CH2:17][C:16]2[CH:19]=[CH:20][C:13]([N:10]3[CH2:11][CH2:12][CH:7]([CH2:6][N:1]4[CH2:5][CH2:4][CH2:3][CH2:2]4)[CH2:8][CH2:9]3)=[CH:14][CH:15]=2)[CH2:24][CH2:23]1. Given the reactants [N:1]1([CH2:6][CH:7]2[CH2:12][CH2:11][N:10]([C:13]3[CH:20]=[CH:19][C:16]([CH:17]=O)=[CH:15][CH:14]=3)[CH2:9][CH2:8]2)[CH2:5][CH2:4][CH2:3][CH2:2]1.[CH3:21][N:22]1[CH2:27][CH2:26][NH:25][CH2:24][CH2:23]1, predict the reaction product. (2) Given the reactants [NH:1]1[CH2:6][CH2:5][CH:4]([O:7][CH:8]2[CH2:13][CH2:12][N:11]([C:14]([O:16][C:17]([CH3:20])([CH3:19])[CH3:18])=[O:15])[CH2:10][CH2:9]2)[CH2:3][CH2:2]1.CS(O[C@H:26]([CH3:29])[CH2:27][CH3:28])(=O)=O.C(=O)([O-])[O-].[K+].[K+], predict the reaction product. The product is: [CH3:29][C@H:26]([N:1]1[CH2:2][CH2:3][CH:4]([O:7][CH:8]2[CH2:9][CH2:10][N:11]([C:14]([O:16][C:17]([CH3:20])([CH3:19])[CH3:18])=[O:15])[CH2:12][CH2:13]2)[CH2:5][CH2:6]1)[CH2:27][CH3:28].